From a dataset of Full USPTO retrosynthesis dataset with 1.9M reactions from patents (1976-2016). Predict the reactants needed to synthesize the given product. (1) Given the product [CH2:1]([O:3][C:4](=[O:13])[C:5]1[CH:10]=[C:9]([I:26])[C:8]([OH:11])=[C:7]([Br:12])[CH:6]=1)[CH3:2], predict the reactants needed to synthesize it. The reactants are: [CH2:1]([O:3][C:4](=[O:13])[C:5]1[CH:10]=[CH:9][C:8]([OH:11])=[C:7]([Br:12])[CH:6]=1)[CH3:2].C1COCC1.C1(O)C=CC=CC=1.[I:26]I. (2) Given the product [Cl:36][C:31]1[CH:32]=[C:33]2[C:28](=[CH:29][CH:30]=1)[C:27](=[O:37])[N:26]([C:22]1[CH:23]=[N:24][CH:25]=[C:20]([C:13]3[N:14]([CH3:18])[CH:15]=[CH:16][N:17]=3)[CH:21]=1)[CH2:35][CH2:34]2, predict the reactants needed to synthesize it. The reactants are: BrCCBr.C=C.[Si](Cl)(C)(C)C.Br[C:13]1[N:14]([CH3:18])[CH:15]=[CH:16][N:17]=1.Br[C:20]1[CH:21]=[C:22]([N:26]2[CH2:35][CH2:34][C:33]3[C:28](=[CH:29][CH:30]=[C:31]([Cl:36])[CH:32]=3)[C:27]2=[O:37])[CH:23]=[N:24][CH:25]=1. (3) Given the product [F:49][C:50]([F:61])([F:60])[C:51]([NH:1][CH:4]1[CH:5]([OH:20])[CH2:6][CH2:7][N:8]([C:11]2[N:15]([CH3:16])[N:14]=[CH:13][C:12]=2[N+:17]([O-:19])=[O:18])[CH2:9][CH2:10]1)=[O:52], predict the reactants needed to synthesize it. The reactants are: [N:1]([CH:4]1[CH2:10][CH2:9][N:8]([C:11]2[N:15]([CH3:16])[N:14]=[CH:13][C:12]=2[N+:17]([O-:19])=[O:18])[CH2:7][CH2:6][CH:5]1[OH:20])=[N+]=[N-].C1(P(C2C=CC=CC=2)C2C=CC=CC=2)C=CC=CC=1.CCN(C(C)C)C(C)C.[F:49][C:50]([F:61])([F:60])[C:51](O[C:51](=[O:52])[C:50]([F:61])([F:60])[F:49])=[O:52]. (4) Given the product [C:17]([S:16][CH2:15][C@@H:13]([C:12]([NH:11][C:2]1[CH:3]=[CH:4][C:5]2[C:10](=[CH:9][CH:8]=[CH:7][CH:6]=2)[CH:1]=1)=[O:36])[NH:14][C:50](=[O:51])[CH2:49][C:42]1[C:41]2[C:45](=[CH:46][CH:47]=[C:39]([O:38][CH3:37])[CH:40]=2)[NH:44][C:43]=1[CH3:48])([C:30]1[CH:35]=[CH:34][CH:33]=[CH:32][CH:31]=1)([C:24]1[CH:25]=[CH:26][CH:27]=[CH:28][CH:29]=1)[C:18]1[CH:23]=[CH:22][CH:21]=[CH:20][CH:19]=1, predict the reactants needed to synthesize it. The reactants are: [CH:1]1[C:10]2[C:5](=[CH:6][CH:7]=[CH:8][CH:9]=2)[CH:4]=[CH:3][C:2]=1[NH:11][C:12](=[O:36])[C@H:13]([CH2:15][S:16][C:17]([C:30]1[CH:35]=[CH:34][CH:33]=[CH:32][CH:31]=1)([C:24]1[CH:29]=[CH:28][CH:27]=[CH:26][CH:25]=1)[C:18]1[CH:23]=[CH:22][CH:21]=[CH:20][CH:19]=1)[NH2:14].[CH3:37][O:38][C:39]1[CH:40]=[C:41]2[C:45](=[CH:46][CH:47]=1)[NH:44][C:43]([CH3:48])=[C:42]2[CH2:49][C:50](O)=[O:51]. (5) Given the product [F:1][C:2]1[CH:3]=[C:4]([CH:7]=[CH:8][C:9]=1[O:19][C:16]1[CH:17]=[N:18][C:13]([C:12]([F:21])([F:20])[F:11])=[N:14][CH:15]=1)[CH:5]=[O:6], predict the reactants needed to synthesize it. The reactants are: [F:1][C:2]1[CH:3]=[C:4]([CH:7]=[CH:8][C:9]=1F)[CH:5]=[O:6].[F:11][C:12]([F:21])([F:20])[C:13]1[N:18]=[CH:17][C:16]([OH:19])=[CH:15][N:14]=1. (6) Given the product [CH2:42]([N:34]([CH2:35][C:36]1[CH:41]=[CH:40][CH:39]=[CH:38][CH:37]=1)[C:29]1[C:28]([F:49])=[C:27]([C:26](=[O:25])[CH2:1][C:2]2[CH:7]=[CH:6][N:5]=[CH:4][CH:3]=2)[C:32]([F:33])=[CH:31][CH:30]=1)[C:43]1[CH:44]=[CH:45][CH:46]=[CH:47][CH:48]=1, predict the reactants needed to synthesize it. The reactants are: [CH3:1][C:2]1[CH:7]=[CH:6][N:5]=[CH:4][CH:3]=1.C[Si](C)(C)[N-][Si](C)(C)C.[Na+].C([O:25][C:26](=O)[C:27]1[C:32]([F:33])=[CH:31][CH:30]=[C:29]([N:34]([CH2:42][C:43]2[CH:48]=[CH:47][CH:46]=[CH:45][CH:44]=2)[CH2:35][C:36]2[CH:41]=[CH:40][CH:39]=[CH:38][CH:37]=2)[C:28]=1[F:49])C1C=CC=CC=1.[Cl-].[NH4+]. (7) Given the product [Br:5][CH2:2][C:49]1[CH:50]=[C:45]([S:44][C:42]2[CH:41]=[CH:40][N:39]=[C:38]([NH:37][C:34]3[CH:33]=[CH:32][C:31]([N:28]4[CH2:27][CH2:26][O:25][CH2:30][CH2:29]4)=[CH:36][CH:35]=3)[N:43]=2)[CH:46]=[CH:47][CH:48]=1, predict the reactants needed to synthesize it. The reactants are: Br[C:2]([Br:5])(Br)Br.C1(P(C2C=CC=CC=2)C2C=CC=CC=2)C=CC=CC=1.[O:25]1[CH2:30][CH2:29][N:28]([C:31]2[CH:36]=[CH:35][C:34]([NH:37][C:38]3[N:43]=[C:42]([S:44][C:45]4[CH:46]=[C:47](CO)[CH:48]=[CH:49][CH:50]=4)[CH:41]=[CH:40][N:39]=3)=[CH:33][CH:32]=2)[CH2:27][CH2:26]1.